Dataset: Catalyst prediction with 721,799 reactions and 888 catalyst types from USPTO. Task: Predict which catalyst facilitates the given reaction. Reactant: [Cl:1][C:2]1[N:7]=[C:6]([NH:8][C:9]2[CH:14]=[CH:13][CH:12]=[C:11]([Cl:15])[CH:10]=2)[CH:5]=[CH:4][N:3]=1.[C:16](=O)([O-])[O-].[Cs+].[Cs+].CI. Product: [Cl:1][C:2]1[N:7]=[C:6]([N:8]([C:9]2[CH:14]=[CH:13][CH:12]=[C:11]([Cl:15])[CH:10]=2)[CH3:16])[CH:5]=[CH:4][N:3]=1. The catalyst class is: 3.